From a dataset of Cav3 T-type calcium channel HTS with 100,875 compounds. Binary Classification. Given a drug SMILES string, predict its activity (active/inactive) in a high-throughput screening assay against a specified biological target. (1) The molecule is Brc1cn2c(nc(COC(=O)C3C(C3)C)cc2=O)cc1. The result is 0 (inactive). (2) The drug is O=C1N(c2[nH]n3c(n2)nc(cc3=O)C)C(=O)CC1. The result is 0 (inactive).